Predict the reactants needed to synthesize the given product. From a dataset of Full USPTO retrosynthesis dataset with 1.9M reactions from patents (1976-2016). Given the product [CH2:10]([C:12]1[S:32][C:15]2[N:16]=[C:17]([S:26][CH2:27][C:28]([O:30][CH3:31])=[O:29])[N:18]=[C:19]([N:20]3[CH2:25][CH2:24][N:23]([C:1](=[O:8])[CH2:2][CH2:3][CH2:4][C:5]#[CH:6])[CH2:22][CH2:21]3)[C:14]=2[CH:13]=1)[CH3:11], predict the reactants needed to synthesize it. The reactants are: [C:1]([OH:8])(=O)[C:2]#[C:3][CH2:4][CH2:5][CH3:6].Cl.[CH2:10]([C:12]1[S:32][C:15]2[N:16]=[C:17]([S:26][CH2:27][C:28]([O:30][CH3:31])=[O:29])[N:18]=[C:19]([N:20]3[CH2:25][CH2:24][NH:23][CH2:22][CH2:21]3)[C:14]=2[CH:13]=1)[CH3:11].C(N(C(C)C)CC)(C)C.